This data is from Forward reaction prediction with 1.9M reactions from USPTO patents (1976-2016). The task is: Predict the product of the given reaction. (1) The product is: [CH:26]1([N:14]2[CH:15]=[C:16]([CH:17]=[O:18])[C:12]([C:9]3[CH:10]=[CH:11][C:6]([O:5][CH:3]([CH3:2])[CH3:4])=[CH:7][CH:8]=3)=[N:13]2)[CH2:29][CH2:28][CH2:27]1. Given the reactants Cl.[CH3:2][CH:3]([O:5][C:6]1[CH:11]=[CH:10][C:9]([C:12]2[C:16]([CH:17]=[O:18])=[CH:15][NH:14][N:13]=2)=[CH:8][CH:7]=1)[CH3:4].C([O-])([O-])=O.[K+].[K+].Br[CH:26]1[CH2:29][CH2:28][CH2:27]1.O, predict the reaction product. (2) The product is: [NH2:42][C:34]1[CH:35]=[C:36]([O:39][CH2:40][CH3:41])[CH:37]=[CH:38][C:33]=1[N:8]([C:6]([O:5][C:1]([CH3:2])([CH3:4])[CH3:3])=[O:7])[C:9]1[N:14]2[N:15]=[CH:16][CH:17]=[C:13]2[N:12]=[C:11]([NH:18][CH:19]2[CH2:24][CH2:23][CH2:22][N:21]([C:25]([O:27][C:28]([CH3:29])([CH3:30])[CH3:31])=[O:26])[CH2:20]2)[C:10]=1[CH3:32]. Given the reactants [C:1]([O:5][C:6]([N:8]([C:33]1[CH:38]=[CH:37][C:36]([O:39][CH2:40][CH3:41])=[CH:35][C:34]=1[N+:42]([O-])=O)[C:9]1[N:14]2[N:15]=[CH:16][CH:17]=[C:13]2[N:12]=[C:11]([NH:18][CH:19]2[CH2:24][CH2:23][CH2:22][N:21]([C:25]([O:27][C:28]([CH3:31])([CH3:30])[CH3:29])=[O:26])[CH2:20]2)[C:10]=1[CH3:32])=[O:7])([CH3:4])([CH3:3])[CH3:2].[Cl-].[NH4+], predict the reaction product. (3) The product is: [CH2:12]([N:19]1[CH2:24][CH2:23][N:22]([CH2:2][CH2:3][CH2:4][CH2:5][N:6]2[CH2:10][CH2:9][CH2:8][C:7]2=[O:11])[CH2:21][CH2:20]1)[C:13]1[CH:14]=[CH:15][CH:16]=[CH:17][CH:18]=1. Given the reactants Br[CH2:2][CH2:3][CH2:4][CH2:5][N:6]1[CH2:10][CH2:9][CH2:8][C:7]1=[O:11].[CH2:12]([N:19]1[CH2:24][CH2:23][NH:22][CH2:21][CH2:20]1)[C:13]1[CH:18]=[CH:17][CH:16]=[CH:15][CH:14]=1.[OH-].[Na+], predict the reaction product. (4) Given the reactants [CH3:1][O:2][C:3]1[C:4]2[N:17]=[C:16]([NH2:18])[S:15][C:5]=2[C:6]([N:9]2[CH2:14][CH2:13][O:12][CH2:11][CH2:10]2)=[N:7][CH:8]=1.N1C=CC=CC=1.Cl[C:26]([O:28][C:29]1[CH:34]=[CH:33][CH:32]=[CH:31][CH:30]=1)=[O:27], predict the reaction product. The product is: [C:29]1([O:28][C:26](=[O:27])[NH:18][C:16]2[S:15][C:5]3[C:6]([N:9]4[CH2:10][CH2:11][O:12][CH2:13][CH2:14]4)=[N:7][CH:8]=[C:3]([O:2][CH3:1])[C:4]=3[N:17]=2)[CH:34]=[CH:33][CH:32]=[CH:31][CH:30]=1. (5) Given the reactants [Cl:1][C:2]1[C:3]([O:12][C:13]2[CH:18]=[C:17]([O:19][CH2:20][CH2:21][O:22][CH3:23])[CH:16]=[CH:15][C:14]=2/[CH:24]=[CH:25]/[CH2:26][OH:27])=[N:4][CH:5]=[C:6]([C:8]([F:11])([F:10])[F:9])[CH:7]=1.Cl[S:29]([N:32]=[C:33]=[O:34])(=[O:31])=[O:30].[NH2:35][CH2:36][CH2:37][O:38][CH:39]([CH3:41])[CH3:40].Cl, predict the reaction product. The product is: [CH:39]([O:38][CH2:37][CH2:36][NH:35][S:29]([NH:32][C:33](=[O:34])[O:27][CH2:26]/[CH:25]=[CH:24]/[C:14]1[CH:15]=[CH:16][C:17]([O:19][CH2:20][CH2:21][O:22][CH3:23])=[CH:18][C:13]=1[O:12][C:3]1[C:2]([Cl:1])=[CH:7][C:6]([C:8]([F:9])([F:11])[F:10])=[CH:5][N:4]=1)(=[O:31])=[O:30])([CH3:41])[CH3:40]. (6) Given the reactants O1CCCC1.[Si]([O:13][CH2:14][C:15]1[CH:20]=[C:19]([CH:21]([S:30][C:31]2[CH:36]=[CH:35][C:34]([Cl:37])=[CH:33][CH:32]=2)[C:22]2[CH:27]=[C:26]([F:28])[CH:25]=[CH:24][C:23]=2[F:29])[C:18]([CH3:38])=[CH:17][N:16]=1)(C(C)(C)C)(C)C.[F-].C([N+](CCCC)(CCCC)CCCC)CCC.O, predict the reaction product. The product is: [Cl:37][C:34]1[CH:35]=[CH:36][C:31]([S:30][CH:21]([C:22]2[CH:27]=[C:26]([F:28])[CH:25]=[CH:24][C:23]=2[F:29])[C:19]2[C:18]([CH3:38])=[CH:17][N:16]=[C:15]([CH2:14][OH:13])[CH:20]=2)=[CH:32][CH:33]=1. (7) Given the reactants [Cl:1][C:2]1[CH:16]=[CH:15][C:5]([CH2:6][NH:7][C:8](=[O:14])[CH2:9][C:10]([F:13])([F:12])[F:11])=[CH:4][C:3]=1[CH:17]=O.[CH:19]1([NH2:22])[CH2:21][CH2:20]1.[BH4-].[Na+], predict the reaction product. The product is: [Cl:1][C:2]1[CH:16]=[CH:15][C:5]([CH2:6][NH:7][C:8](=[O:14])[CH2:9][C:10]([F:13])([F:12])[F:11])=[CH:4][C:3]=1[CH2:17][NH:22][CH:19]1[CH2:21][CH2:20]1. (8) Given the reactants F[CH2:2][C:3]1[N:7]([CH2:8][C:9]2[CH:14]=[CH:13][CH:12]=[C:11]([C:15]([F:18])([F:17])[F:16])[C:10]=2[CH3:19])[C:6]2[CH:20]=[C:21]([N:27]3[CH2:32][CH2:31][O:30][CH2:29][CH2:28]3)[CH:22]=[C:23]([B:24]([OH:26])[OH:25])[C:5]=2[N:4]=1.C(#N)C.[OH2:36], predict the reaction product. The product is: [OH:36][CH2:2][C:3]1[N:7]([CH2:8][C:9]2[CH:14]=[CH:13][CH:12]=[C:11]([C:15]([F:16])([F:18])[F:17])[C:10]=2[CH3:19])[C:6]2[CH:20]=[C:21]([N:27]3[CH2:32][CH2:31][O:30][CH2:29][CH2:28]3)[CH:22]=[C:23]([B:24]([OH:26])[OH:25])[C:5]=2[N:4]=1. (9) Given the reactants Cl[C:2]1[CH:7]=[CH:6][N:5]=[C:4]2[C:8]([I:11])=[CH:9][NH:10][C:3]=12.[H-].[Na+].Br[CH2:15][C:16]1[CH:21]=[CH:20][C:19]([F:22])=[CH:18][CH:17]=1, predict the reaction product. The product is: [F:22][C:19]1[CH:20]=[CH:21][C:16]([CH2:15][N:10]2[C:3]3[C:4](=[N:5][CH:6]=[CH:7][CH:2]=3)[C:8]([I:11])=[CH:9]2)=[CH:17][CH:18]=1. (10) Given the reactants Cl[C:2]1[CH:7]=[CH:6][C:5]([NH:8][C:9]([NH:11][C:12]2[CH:28]=[CH:27][C:15]([O:16][C:17]3[CH:22]=[CH:21][N:20]=[C:19]([C:23](=[NH:26])[NH:24][CH3:25])[CH:18]=3)=[CH:14][CH:13]=2)=[O:10])=[CH:4][C:3]=1[C:29](F)(F)F.ClC1C=C[C:37]([NH:40]C(NC2C=CC(OC3C=CN=C(C#N)C=3)=CC=2)=O)=[CH:36]C=1C(F)(F)F.CCOC(C)=O.[NH4+].[OH-], predict the reaction product. The product is: [CH3:25][NH:24][C:23]([C:19]1[CH:18]=[C:17]([O:16][C:15]2[CH:27]=[CH:28][C:12]([NH:11][C:9]([NH:8][C:5]3[CH:4]=[C:3]4[C:2](=[CH:7][CH:6]=3)[N:40]=[CH:37][CH:36]=[CH:29]4)=[O:10])=[CH:13][CH:14]=2)[CH:22]=[CH:21][N:20]=1)=[NH:26].